Dataset: Reaction yield outcomes from USPTO patents with 853,638 reactions. Task: Predict the reaction yield, written as a fraction of the theoretical maximum amount of product (1.0 means a 100% yield; for example, 0.34 means a 34% yield). The reactants are Cl[C:2]1[N:7]=[C:6]([N:8]2[CH2:13][CH2:12][N:11](C(OC(C)(C)C)=O)[CH2:10][CH2:9]2)[C:5]([Cl:21])=[CH:4][N:3]=1.C(O)(C(F)(F)F)=O.ClC1N=C(N2CCNCC2)C(Cl)=CN=1.[NH2:43][C:44]1[CH:49]=[CH:48][CH:47]=[CH:46][C:45]=1[NH:50][C:51](=[O:57])[O:52][C:53]([CH3:56])([CH3:55])[CH3:54]. The catalyst is C(Cl)Cl.O1CCOCC1.CCOC(C)=O. The product is [Cl:21][C:5]1[C:6]([N:8]2[CH2:9][CH2:10][NH:11][CH2:12][CH2:13]2)=[N:7][C:2]([NH:43][C:44]2[CH:49]=[CH:48][CH:47]=[CH:46][C:45]=2[NH:50][C:51](=[O:57])[O:52][C:53]([CH3:55])([CH3:54])[CH3:56])=[N:3][CH:4]=1. The yield is 0.230.